This data is from Catalyst prediction with 721,799 reactions and 888 catalyst types from USPTO. The task is: Predict which catalyst facilitates the given reaction. (1) Reactant: C1(P(C2C=CC=CC=2)C2C=CC=CC=2)C=CC=CC=1.N(C(OC(C)(C)C)=O)=NC(OC(C)(C)C)=O.[CH2:36]([O:54][CH2:55][C@H:56](O)[CH2:57][CH2:58][CH2:59][CH2:60][CH2:61][CH2:62][CH2:63][CH2:64][CH3:65])[CH2:37][CH2:38][CH2:39][CH2:40][CH2:41][CH2:42][CH2:43]/[CH:44]=[CH:45]\[CH2:46]/[CH:47]=[CH:48]\[CH2:49][CH2:50][CH2:51][CH2:52][CH3:53].C1(P([N:81]=[N+:82]=[N-:83])(C2C=CC=CC=2)=O)C=CC=CC=1. Product: [CH2:36]([O:54][CH2:55][C@@H:56]([N:81]=[N+:82]=[N-:83])[CH2:57][CH2:58][CH2:59][CH2:60][CH2:61][CH2:62][CH2:63][CH2:64][CH3:65])[CH2:37][CH2:38][CH2:39][CH2:40][CH2:41][CH2:42][CH2:43]/[CH:44]=[CH:45]\[CH2:46]/[CH:47]=[CH:48]\[CH2:49][CH2:50][CH2:51][CH2:52][CH3:53]. The catalyst class is: 1. (2) Reactant: [F:1][C:2]1([F:15])[CH2:4][CH:3]1[CH:5]1[C:14]2[C:9](=[CH:10][CH:11]=[CH:12][CH:13]=2)[NH:8][CH2:7][CH2:6]1.I[CH2:17][C:18]([NH2:20])=[O:19].CCN(C(C)C)C(C)C.[OH-].[Na+]. Product: [F:15][C:2]1([F:1])[CH2:4][CH:3]1[CH:5]1[C:14]2[C:9](=[CH:10][CH:11]=[CH:12][CH:13]=2)[N:8]([CH2:17][C:18]([NH2:20])=[O:19])[CH2:7][CH2:6]1. The catalyst class is: 3. (3) Reactant: [C:1]([C:3]1[CH:8]=[CH:7][C:6]([N:9]2[C:13](=[O:14])[C:12]([CH3:16])([CH3:15])[N:11]([C:17]3[CH:22]=[CH:21][C:20]([C:23]4[CH:28]=[CH:27][C:26]([NH:29][CH2:30][CH2:31][CH2:32][CH2:33][O:34][CH2:35][C:36]([O:38]C(C)(C)C)=[O:37])=[CH:25][CH:24]=4)=[CH:19][CH:18]=3)[C:10]2=[S:43])=[CH:5][C:4]=1[C:44]([F:47])([F:46])[F:45])#[N:2].FC(F)(F)C(O)=O. Product: [C:1]([C:3]1[CH:8]=[CH:7][C:6]([N:9]2[C:13](=[O:14])[C:12]([CH3:16])([CH3:15])[N:11]([C:17]3[CH:22]=[CH:21][C:20]([C:23]4[CH:28]=[CH:27][C:26]([NH:29][CH2:30][CH2:31][CH2:32][CH2:33][O:34][CH2:35][C:36]([OH:38])=[O:37])=[CH:25][CH:24]=4)=[CH:19][CH:18]=3)[C:10]2=[S:43])=[CH:5][C:4]=1[C:44]([F:47])([F:46])[F:45])#[N:2]. The catalyst class is: 4.